Dataset: Full USPTO retrosynthesis dataset with 1.9M reactions from patents (1976-2016). Task: Predict the reactants needed to synthesize the given product. The reactants are: [Br:1][C:2]1[CH:3]=[CH:4][C:5]([CH2:8][N:9]2[CH2:14][CH2:13][NH:12][CH2:11][CH2:10]2)=[N:6][CH:7]=1.[CH3:15][C:16](=O)[CH3:17].C(O)(=O)C.[BH3-]C#N.[Na+].[OH-].[Na+]. Given the product [Br:1][C:2]1[CH:3]=[CH:4][C:5]([CH2:8][N:9]2[CH2:14][CH2:13][N:12]([CH:16]([CH3:17])[CH3:15])[CH2:11][CH2:10]2)=[N:6][CH:7]=1, predict the reactants needed to synthesize it.